From a dataset of Reaction yield outcomes from USPTO patents with 853,638 reactions. Predict the reaction yield, written as a fraction of the theoretical maximum amount of product (1.0 means a 100% yield; for example, 0.34 means a 34% yield). (1) The reactants are [C:1]1([CH:8]=[CH:7][CH:6]=[C:4]([OH:5])[CH:3]=1)O.[C:9](=[O:12])([O-])[O-].[K+].[K+].O.Br[CH:17]1[CH2:22][CH2:21]C[CH2:19][CH2:18]1. The catalyst is CS(C)=O.CN(C=O)C. The product is [CH:9]1([O:12][C:3]2[CH:1]=[CH:8][CH:7]=[CH:6][C:4]=2[OH:5])[CH2:21][CH2:22][CH2:17][CH2:18][CH2:19]1. The yield is 0.230. (2) The reactants are [C:1]([C:4]1[N:5]=[C:6]2[C:12]3[CH:13]=[CH:14][C:15]([C:17]([O:19][CH3:20])=[O:18])=[CH:16][C:11]=3[O:10][CH2:9][CH2:8][N:7]2[CH:21]=1)(=O)[NH2:2].COC(OC)[N:25]([CH3:27])C.Cl.[F:31][C:32]([F:37])([F:36])[CH2:33][NH:34]N. The catalyst is C(O)(=O)C. The product is [F:31][C:32]([F:37])([F:36])[CH2:33][N:34]1[C:1]([C:4]2[N:5]=[C:6]3[C:12]4[CH:13]=[CH:14][C:15]([C:17]([O:19][CH3:20])=[O:18])=[CH:16][C:11]=4[O:10][CH2:9][CH2:8][N:7]3[CH:21]=2)=[N:2][CH:27]=[N:25]1. The yield is 0.650.